Dataset: Reaction yield outcomes from USPTO patents with 853,638 reactions. Task: Predict the reaction yield, written as a fraction of the theoretical maximum amount of product (1.0 means a 100% yield; for example, 0.34 means a 34% yield). (1) The catalyst is C(O)C. The reactants are [CH3:1][C:2]([CH3:24])([CH2:16][O:17][CH:18]1[CH2:23][CH2:22][CH2:21][CH2:20][O:19]1)[CH2:3][CH2:4][N:5]1C(=O)C2C(=CC=CC=2)C1=O.O.NN. The product is [CH3:1][C:2]([CH3:24])([CH2:16][O:17][CH:18]1[CH2:23][CH2:22][CH2:21][CH2:20][O:19]1)[CH2:3][CH2:4][NH2:5]. The yield is 0.800. (2) The reactants are [CH2:1]([O:3][C:4](=[O:25])[C:5]1[CH:10]=[CH:9][CH:8]=[C:7]([N:11]2[C:15]([CH3:16])=[CH:14][CH:13]=[C:12]2[C:17]2[CH:22]=[C:21]([Cl:23])[CH:20]=[CH:19][C:18]=2[OH:24])[CH:6]=1)[CH3:2].[F:26][C:27]1[CH:34]=[CH:33][C:30]([CH2:31]Br)=[CH:29][CH:28]=1.C(=O)([O-])[O-].[K+].[K+]. The catalyst is CN(C=O)C.CCOC(C)=O.O. The product is [CH2:1]([O:3][C:4](=[O:25])[C:5]1[CH:10]=[CH:9][CH:8]=[C:7]([N:11]2[C:15]([CH3:16])=[CH:14][CH:13]=[C:12]2[C:17]2[CH:22]=[C:21]([Cl:23])[CH:20]=[CH:19][C:18]=2[O:24][CH2:31][C:30]2[CH:33]=[CH:34][C:27]([F:26])=[CH:28][CH:29]=2)[CH:6]=1)[CH3:2]. The yield is 0.740.